Dataset: Catalyst prediction with 721,799 reactions and 888 catalyst types from USPTO. Task: Predict which catalyst facilitates the given reaction. Product: [Cl:1][C:2]1[CH:3]=[C:4]([NH:10][C:11](=[O:20])[C:12]([OH:19])([CH:13]2[CH2:14][CH2:15][CH2:16][CH2:17][CH2:18]2)[CH:21]([O:24][CH:25]2[CH2:30][CH2:29][CH2:28][CH2:27][O:26]2)[C:22]#[CH:23])[CH:5]=[CH:6][C:7]=1[C:8]#[N:9]. The catalyst class is: 7. Reactant: [Cl:1][C:2]1[CH:3]=[C:4]([NH:10][C:11](=[O:20])[C:12](=[O:19])[CH:13]2[CH2:18][CH2:17][CH2:16][CH2:15][CH2:14]2)[CH:5]=[CH:6][C:7]=1[C:8]#[N:9].[CH2:21]([O:24][CH:25]1[CH2:30][CH2:29][CH2:28][CH2:27][O:26]1)[C:22]#[CH:23].C([Li])CCC.